Dataset: Catalyst prediction with 721,799 reactions and 888 catalyst types from USPTO. Task: Predict which catalyst facilitates the given reaction. (1) Reactant: [Cl:1][C:2]1[C:3]([CH3:12])=[C:4]([S:8]([NH2:11])(=[O:10])=[O:9])[CH:5]=[CH:6][CH:7]=1.C(=O)([O-])[O-].[K+].[K+].BrC[C:21]1[CH:22]=[CH:23][C:24]2[S:28][C:27]([CH3:29])=[N:26][C:25]=2[CH:30]=1. Product: [CH3:12][C:3]1[C:2]([Cl:1])=[CH:7][CH:6]=[CH:5][C:4]=1[S:8]([NH:11][C:21]1[CH:22]=[CH:23][C:24]2[S:28][C:27]([CH3:29])=[N:26][C:25]=2[CH:30]=1)(=[O:9])=[O:10]. The catalyst class is: 23. (2) Reactant: [CH3:1][O:2][C:3]1[CH:4]=[C:5]([C:11]2[C@@H:20]3[C@@H:15]([CH2:16][CH2:17][CH2:18][CH2:19]3)[C:14](=[O:21])[N:13]([CH:22]3[CH2:27][CH2:26][N:25]([C:28](=[O:41])[C@H:29]([NH:33]C(=O)OC(C)(C)C)[C@@H:30]([OH:32])[CH3:31])[CH2:24][CH2:23]3)[N:12]=2)[CH:6]=[CH:7][C:8]=1[O:9][CH3:10].[ClH:42]. Product: [ClH:42].[NH2:33][C@@H:29]([C@H:30]([OH:32])[CH3:31])[C:28]([N:25]1[CH2:26][CH2:27][CH:22]([N:13]2[N:12]=[C:11]([C:5]3[CH:6]=[CH:7][C:8]([O:9][CH3:10])=[C:3]([O:2][CH3:1])[CH:4]=3)[C@@H:20]3[C@@H:15]([CH2:16][CH2:17][CH2:18][CH2:19]3)[C:14]2=[O:21])[CH2:23][CH2:24]1)=[O:41]. The catalyst class is: 12. (3) Reactant: [Cl:1][C:2]1[CH:7]=[C:6]([C:8]2[CH:13]=[N:12][CH:11]=[C:10]([CH3:14])[N:9]=2)[CH:5]=[CH:4][C:3]=1[C:15]1[C:26](=[O:27])[N:25]([CH2:28][CH:29]2[O:34][CH2:33][CH:32]([NH:35][C:36](=[O:42])[O:37][C:38]([CH3:41])([CH3:40])[CH3:39])[CH2:31][O:30]2)[C:18]2[N:19]=[C:20]([S:23][CH3:24])[N:21]=[CH:22][C:17]=2[CH:16]=1.C1C=C(Cl)C=C(C(OO)=[O:51])C=1. Product: [Cl:1][C:2]1[CH:7]=[C:6]([C:8]2[CH:13]=[N:12][CH:11]=[C:10]([CH3:14])[N:9]=2)[CH:5]=[CH:4][C:3]=1[C:15]1[C:26](=[O:27])[N:25]([CH2:28][CH:29]2[O:30][CH2:31][CH:32]([NH:35][C:36](=[O:42])[O:37][C:38]([CH3:39])([CH3:41])[CH3:40])[CH2:33][O:34]2)[C:18]2[N:19]=[C:20]([S:23]([CH3:24])=[O:51])[N:21]=[CH:22][C:17]=2[CH:16]=1. The catalyst class is: 2. (4) Reactant: [S:1]1[CH:5]=[CH:4][CH:3]=[C:2]1[C:6](=[NH:31])[NH:7][C:8]1[CH:30]=[CH:29][C:11]2[S:12][CH2:13][CH2:14][N:15]([CH:16]3[CH2:21][CH2:20][N:19](C(OC(C)(C)C)=O)[CH2:18][CH2:17]3)[C:10]=2[CH:9]=1.Cl.C(=O)([O-])[O-].[Na+].[Na+]. Product: [NH:19]1[CH2:18][CH2:17][CH:16]([N:15]2[CH2:14][CH2:13][S:12][C:11]3[CH:29]=[CH:30][C:8]([NH:7][C:6]([C:2]4[S:1][CH:5]=[CH:4][CH:3]=4)=[NH:31])=[CH:9][C:10]2=3)[CH2:21][CH2:20]1. The catalyst class is: 5. (5) Reactant: [Na].[Cl-].[C:3]1([CH3:17])[CH:8]=[CH:7][CH:6]=[CH:5][C:4]=1[PH:9][C:10]1[CH:15]=[CH:14][CH:13]=[CH:12][C:11]=1[CH3:16].[CH3:18][C:19]1[CH:27]=[C:26]([CH3:28])[CH:25]=[C:24]([CH3:29])[C:20]=1[C:21](Cl)=[O:22].[OH:30]O. Product: [CH3:18][C:19]1[CH:27]=[C:26]([CH3:28])[CH:25]=[C:24]([CH3:29])[C:20]=1[C:21]([P:9](=[O:30])([C:10]1[CH:15]=[CH:14][CH:13]=[CH:12][C:11]=1[CH3:16])[C:4]1[CH:5]=[CH:6][CH:7]=[CH:8][C:3]=1[CH3:17])=[O:22]. The catalyst class is: 7. (6) Reactant: [S:1](=[O:4])(=O)=[O:2].[N:5]1[CH:10]=CC=[CH:7][C:6]=1[CH3:11].CNC(C)C.P(Cl)(Cl)(Cl)(Cl)[Cl:18]. Product: [CH3:10][N:5]([CH:6]([CH3:11])[CH3:7])[S:1]([Cl:18])(=[O:4])=[O:2]. The catalyst class is: 26.